Task: Predict the product of the given reaction.. Dataset: Forward reaction prediction with 1.9M reactions from USPTO patents (1976-2016) (1) Given the reactants C([O-])([O-])=O.[K+].[K+].Cl[CH2:8][C:9]1[CH:14]=[CH:13][C:12]([O:15][CH3:16])=[CH:11][CH:10]=1.[Cl:17][C:18]1[CH:23]=[CH:22][N:21]=[C:20]2[NH:24][N:25]=[C:26]([I:27])[C:19]=12, predict the reaction product. The product is: [Cl:17][C:18]1[CH:23]=[CH:22][N:21]=[C:20]2[N:24]([CH2:8][C:9]3[CH:14]=[CH:13][C:12]([O:15][CH3:16])=[CH:11][CH:10]=3)[N:25]=[C:26]([I:27])[C:19]=12. (2) Given the reactants [CH3:1][C:2]1([CH3:57])[C@@H:5]([C:6]([O:8][C@H:9]2[CH2:26][CH2:25][C@@:24]3([CH3:27])[C@@H:11]([CH2:12][CH2:13][C@:14]4([CH3:44])[C@@H:23]3[CH2:22][CH2:21][C@H:20]3[C@@:15]4([CH3:43])[CH2:16][CH2:17][C@@:18]4([C:35]([N:37]5[CH2:42][CH2:41][O:40][CH2:39][CH2:38]5)=[O:36])[CH2:30][CH2:29][C@@H:28]([C:31]5([CH3:34])[CH2:33][CH2:32]5)[C@@H:19]43)[C:10]2([CH3:46])[CH3:45])=[O:7])[CH2:4][C@H:3]1[C:47]([O:49]CC1C=CC=CC=1)=[O:48].C(N(CC)CC)C.C([SiH](CC)CC)C, predict the reaction product. The product is: [CH3:1][C:2]1([CH3:57])[C@@H:5]([C:6]([O:8][C@H:9]2[CH2:26][CH2:25][C@@:24]3([CH3:27])[C@@H:11]([CH2:12][CH2:13][C@:14]4([CH3:44])[C@@H:23]3[CH2:22][CH2:21][C@H:20]3[C@@:15]4([CH3:43])[CH2:16][CH2:17][C@@:18]4([C:35]([N:37]5[CH2:38][CH2:39][O:40][CH2:41][CH2:42]5)=[O:36])[CH2:30][CH2:29][C@@H:28]([C:31]5([CH3:34])[CH2:33][CH2:32]5)[C@@H:19]43)[C:10]2([CH3:46])[CH3:45])=[O:7])[CH2:4][C@H:3]1[C:47]([OH:49])=[O:48].